From a dataset of Experimentally validated miRNA-target interactions with 360,000+ pairs, plus equal number of negative samples. Binary Classification. Given a miRNA mature sequence and a target amino acid sequence, predict their likelihood of interaction. (1) The miRNA is mmu-miR-345-3p with sequence CCUGAACUAGGGGUCUGGAGAC. The protein sequence of the target gene is MAASKTQGAVARMQEDRDGSCSTVGGVGYGDSKDCILEPLSLPESPGGTTTLEGSPSVPCIFCEEHFPVAEQDKLLKHMIIEHKIVIADVKLVADFQRYILYWRKRFTEQPITDFCSVIRINSTAPFEEQENYFLLCDVLPEDRILREELQKQRLREILEQQQQERNDTNFHGVCMFCNEEFLGNRSVILNHMAREHAFNIGLPDNIVNCNEFLCTLQKKLDNLQCLYCEKTFRDKNTLKDHMRKKQHRKINPKNREYDRFYVINYLELGKSWEEVQLEDDRELLDHQEDDWSDWEEHPA.... Result: 0 (no interaction). (2) The miRNA is hsa-miR-6129 with sequence UGAGGGAGUUGGGUGUAUA. The protein sequence of the target gene is MSHPDYRMNLRPLGTPRGVSAVAGPHDIGASPGDKKSKNRSTRGKKKSIFETYMSKEDVSEGLKRGTLIQGVLRINPKKFHEAFIPSPDGDRDIFIDGVVARNRALNGDLVVVKLLPEEHWKVVKPESNDKETEAAYESDIPEELCGHHLPQQSLKSYNDSPDVIVEAQFDGSDSEDGHGITQNVLVDGVKKLSVCVSEKGREDGDAPVTKDETTCISQDTRALSEKSLQRSAKVVYILEKKHSRAATGFLKLLADKNSELFRKYALFSPSDHRVPRIYVPLKDCPQDFVARPKDYANTL.... Result: 0 (no interaction). (3) The miRNA is hsa-miR-181b-2-3p with sequence CUCACUGAUCAAUGAAUGCA. The protein sequence of the target gene is MAQQNMKVRPVLLKRNSLESVEFVKQPHHRRSKSQQVRFKEDGTTKNPTGLAEVDVQTPEDPAVMGKTQATRHHLPPTYSLSFPRSQKAGGFRNIAIQTSPSLRKHFPVFKRKRLTASKSLVEMPTASQSAIQVNGNLSEQDIVSSDLAYLRLAQHLEDGPRRVKVSHAFLPRVPKVQSNGPVSICLEAGTWRSLEKATAAIQVPDDIYHSPSWEARESALSPDRSAEVSNSIHPLDDTRPGDGRRVTPLDSEKSTSCLNATSVASHTPGTEELKPELLLPKDNSDDKDLGSLSSQSKET.... Result: 1 (interaction). (4) The miRNA is hsa-miR-19a-3p with sequence UGUGCAAAUCUAUGCAAAACUGA. The protein sequence of the target gene is MTMTANKNSSITHGAGGTKAPRGTLSRSQSVSPPPVLSPPRSPIYPLSDSETSACRYPSHSSSRVLLKDRHPPAPSPQNPQDPSPDTSPPTCPFKTASFGYLDRSPSACKRDAQKESVQGAAQDVAGVAACLPLAQSTPFPGPAAGPRGVLLTRTGTRAHSLGIREKISAWEGRREASPRMSMCGEKREGSGSEWAASEGCPSLGCPSVVPSPCSSEKTFDFKGLRRMSRTFSECSYPETEEEGEALPVRDSFYRLEKRLGRSEPSAFLRGHGSRKESSAVLSRIQKIEQVLKEQPGRGL.... Result: 0 (no interaction). (5) The miRNA is mmu-miR-701-5p with sequence UUAGCCGCUGAAAUAGAUGGA. The protein sequence of the target gene is MESSVDEEALHQLYLWVDNIPLSRPKRNLSRDFSDGVLVAELIKFYFPKMVEMHNYVPANSLQQKLSNWGHLNRKVLNKLNFSVPDDVMRKIAQCSPGVVELVLIPLRQRLEERQRRQKLGVGSLQELAPQDSSGYMDMGLPQKVRGEGAPALGEQLREGRPLASRPPGYNQALQGDPSFVLQIAEKEQELLASQETVQVLQMKVKRLEHLLQLKNVRIDDLSRRLQQAERKQR. Result: 0 (no interaction). (6) The miRNA is mmu-miR-194-5p with sequence UGUAACAGCAACUCCAUGUGGA. The protein sequence of the target gene is MAATTAAVVAEEDTELRDLLVQTLENSGVLNRIKAELRAAVFLALEEQEKVEVKILVEFLIDNCFEIFGENIRTRSRITSDDSLEHTDSSDVSTLQNDSAYDSNDPDVEPTSGAASPNRQLEGPTPTMAGLDTRGHRDTCESSSESSVSMVVRLKNSIVQQDRRFSEPNMSPSRECLVGPTSKQKLTRSEDSFTLSQDASCSEGDEAEDPFTEEVFPAVDSKPKRPVDLKIKNWTQGLASPQGHITKAFSRSSPGESLGSSPVPSPSCPKRNFFTRHQSFTTKTDKTKPQREIRKHSMLF.... Result: 1 (interaction).